From a dataset of Catalyst prediction with 721,799 reactions and 888 catalyst types from USPTO. Predict which catalyst facilitates the given reaction. (1) Reactant: C(OC([NH:8][C@@H:9]([CH2:20][CH2:21][O:22][CH:23]([F:25])[F:24])[C:10]([O:12][CH2:13][C:14]1[CH:19]=[CH:18][CH:17]=[CH:16][CH:15]=1)=[O:11])=O)(C)(C)C. Product: [NH2:8][C@@H:9]([CH2:20][CH2:21][O:22][CH:23]([F:24])[F:25])[C:10]([O:12][CH2:13][C:14]1[CH:19]=[CH:18][CH:17]=[CH:16][CH:15]=1)=[O:11]. The catalyst class is: 631. (2) Reactant: [Br:1][C:2]1[C:7]([CH3:8])=[CH:6][C:5]([CH2:9][CH2:10][CH2:11][C:12](OC)=[O:13])=[CH:4][C:3]=1[CH3:16].[BH4-].[Na+].O. Product: [Br:1][C:2]1[C:7]([CH3:8])=[CH:6][C:5]([CH2:9][CH2:10][CH2:11][CH2:12][OH:13])=[CH:4][C:3]=1[CH3:16]. The catalyst class is: 5. (3) Reactant: [NH2:1][C@@H:2]([CH2:6][CH:7]=[CH2:8])[C:3]([OH:5])=[O:4].[OH-].[Na+].[C:11]([O:15][C:16](O[C:16]([O:15][C:11]([CH3:14])([CH3:13])[CH3:12])=[O:17])=[O:17])([CH3:14])([CH3:13])[CH3:12]. Product: [C:11]([O:15][C:16]([NH:1][C@@H:2]([CH2:6][CH:7]=[CH2:8])[C:3]([OH:5])=[O:4])=[O:17])([CH3:14])([CH3:13])[CH3:12]. The catalyst class is: 38. (4) Reactant: C([O:5][C:6](=[O:45])/[CH:7]=[CH:8]/[C:9]1[C:14](=[O:15])[N:13]2[CH:16]=[CH:17][C:18]([C:20]([NH:22][C:23]3[S:24][CH:25]=[C:26]([C:28]([CH3:31])([CH3:30])[CH3:29])[N:27]=3)=[O:21])=[CH:19][C:12]2=[N:11][C:10]=1[N:32]1[CH2:37][CH2:36][CH:35]([CH2:38][C:39]([NH:41][CH2:42][CH2:43][OH:44])=[O:40])[CH2:34][CH2:33]1)(C)(C)C. Product: [C:28]([C:26]1[N:27]=[C:23]([NH:22][C:20]([C:18]2[CH:17]=[CH:16][N:13]3[C:14](=[O:15])[C:9](/[CH:8]=[CH:7]/[C:6]([OH:45])=[O:5])=[C:10]([N:32]4[CH2:33][CH2:34][CH:35]([CH2:38][C:39]([NH:41][CH2:42][CH2:43][OH:44])=[O:40])[CH2:36][CH2:37]4)[N:11]=[C:12]3[CH:19]=2)=[O:21])[S:24][CH:25]=1)([CH3:31])([CH3:29])[CH3:30]. The catalyst class is: 89. (5) Reactant: [Br:1][C:2]1[CH:3]=[CH:4][C:5]([O:11][C:12]2[CH:17]=[CH:16][C:15]([O:18][CH3:19])=[CH:14][C:13]=2[F:20])=[C:6]([CH:10]=1)[C:7]([OH:9])=O. Product: [Br:1][C:2]1[CH:10]=[C:6]2[C:5]([O:11][C:12]3[C:13]([F:20])=[CH:14][C:15]([O:18][CH3:19])=[CH:16][C:17]=3[C:7]2=[O:9])=[CH:4][CH:3]=1. The catalyst class is: 6. (6) Reactant: [C:1]([O:5][C:6]([NH:8][C:9]1[CH:10]=[C:11]([CH:15]=[C:16]([NH:18][C:19]([O:21][C:22]([CH3:25])([CH3:24])[CH3:23])=[O:20])[CH:17]=1)[C:12](O)=[O:13])=[O:7])([CH3:4])([CH3:3])[CH3:2].O. Product: [C:1]([O:5][C:6]([NH:8][C:9]1[CH:10]=[C:11]([CH2:12][OH:13])[CH:15]=[C:16]([NH:18][C:19]([O:21][C:22]([CH3:25])([CH3:24])[CH3:23])=[O:20])[CH:17]=1)=[O:7])([CH3:4])([CH3:3])[CH3:2]. The catalyst class is: 1.